This data is from Forward reaction prediction with 1.9M reactions from USPTO patents (1976-2016). The task is: Predict the product of the given reaction. (1) Given the reactants [Cr](Cl)([O-])(=O)=O.[NH+]1C=CC=CC=1.[Cl:12][C:13]1[CH:18]=[CH:17][C:16]([NH:19][C:20]([N:22]2[CH2:26][C@H:25]([OH:27])[CH2:24][C@@H:23]2[C:28]([NH:30][C:31]2[CH:36]=[CH:35][C:34]([N:37]3[CH2:42][CH2:41][O:40][CH2:39][C:38]3=[O:43])=[CH:33][CH:32]=2)=[O:29])=[O:21])=[CH:15][CH:14]=1, predict the reaction product. The product is: [Cl:12][C:13]1[CH:18]=[CH:17][C:16]([NH:19][C:20]([N:22]2[CH2:26][C:25](=[O:27])[CH2:24][C@@H:23]2[C:28]([NH:30][C:31]2[CH:36]=[CH:35][C:34]([N:37]3[CH2:42][CH2:41][O:40][CH2:39][C:38]3=[O:43])=[CH:33][CH:32]=2)=[O:29])=[O:21])=[CH:15][CH:14]=1. (2) The product is: [F:1][CH:2]([C:5]1[CH:10]=[CH:9][CH:8]=[CH:7][CH:6]=1)/[CH:3]=[N:17]/[S@@:15]([C:12]([CH3:14])([CH3:13])[CH3:11])=[O:16]. Given the reactants [F:1][CH:2]([C:5]1[CH:10]=[CH:9][CH:8]=[CH:7][CH:6]=1)[CH:3]=O.[CH3:11][C:12]([S@:15]([NH2:17])=[O:16])([CH3:14])[CH3:13], predict the reaction product. (3) Given the reactants [Cl:1][C:2]1[CH:7]=[C:6]([Cl:8])[CH:5]=[CH:4][C:3]=1[C:9]1[CH:13]=[C:12]([O:14][CH:15]([F:17])[F:16])[NH:11][N:10]=1.S(OC)(O[CH3:22])(=O)=O.[NH4+].[Cl-], predict the reaction product. The product is: [Cl:1][C:2]1[CH:7]=[C:6]([Cl:8])[CH:5]=[CH:4][C:3]=1[C:9]1[CH:13]=[C:12]([O:14][CH:15]([F:16])[F:17])[N:11]([CH3:22])[N:10]=1. (4) Given the reactants [F:1][C:2]([CH3:18])([CH3:17])[CH2:3][NH:4][C@H:5]([CH3:16])[CH2:6][C:7]1[C:15]2[C:10](=[CH:11][CH:12]=[CH:13][CH:14]=2)[NH:9][CH:8]=1.[C:19]([O:23][C:24]([N:26]1[CH2:29][CH:28]([O:30][C:31]2[CH:36]=[C:35]([F:37])[C:34]([CH:38]=O)=[C:33]([F:40])[CH:32]=2)[CH2:27]1)=[O:25])([CH3:22])([CH3:21])[CH3:20].C(O)(=O)C, predict the reaction product. The product is: [C:19]([O:23][C:24]([N:26]1[CH2:27][CH:28]([O:30][C:31]2[CH:36]=[C:35]([F:37])[C:34]([C@@H:38]3[C:8]4[NH:9][C:10]5[C:15](=[CH:14][CH:13]=[CH:12][CH:11]=5)[C:7]=4[CH2:6][C@@H:5]([CH3:16])[N:4]3[CH2:3][C:2]([F:1])([CH3:17])[CH3:18])=[C:33]([F:40])[CH:32]=2)[CH2:29]1)=[O:25])([CH3:22])([CH3:21])[CH3:20]. (5) The product is: [Cl:6][C:7]1[CH:12]=[CH:11][C:10]([O:5][CH3:4])=[CH:9][C:8]=1[F:14]. Given the reactants CN([CH:4]=[O:5])C.[Cl:6][C:7]1[CH:12]=[CH:11][C:10](O)=[CH:9][C:8]=1[F:14].C([O-])([O-])=O.[K+].[K+].CI, predict the reaction product. (6) Given the reactants [OH:1][C:2]([C:4](F)(F)F)=O.[F:8][C:9]1[CH:37]=[C:36]([F:38])[CH:35]=[CH:34][C:10]=1[O:11][CH:12]1[CH2:17][CH2:16][N:15]([C:18]2[N:19]=[C:20]3[CH2:33][CH2:32][NH:31][CH2:30][C:21]3=[N:22][C:23]=2[NH:24][C@@H:25]([CH3:29])[CH2:26][O:27][CH3:28])[CH2:14][CH2:13]1.N1C=CC=CC=1.C(OC(=O)C)(=O)C, predict the reaction product. The product is: [F:8][C:9]1[CH:37]=[C:36]([F:38])[CH:35]=[CH:34][C:10]=1[O:11][CH:12]1[CH2:13][CH2:14][N:15]([C:18]2[N:19]=[C:20]3[CH2:33][CH2:32][N:31]([C:2](=[O:1])[CH3:4])[CH2:30][C:21]3=[N:22][C:23]=2[NH:24][C@@H:25]([CH3:29])[CH2:26][O:27][CH3:28])[CH2:16][CH2:17]1. (7) Given the reactants [Br:1][C:2]1[C:3](=[O:14])[NH:4][C:5]2[C:10]([CH:11]=1)=[CH:9][CH:8]=[C:7]([O:12][CH3:13])[CH:6]=2.BrC1C=CC(S(O[C@@H:26]2[CH2:30][N:29]([C:31]([O:33][C:34]([CH3:37])([CH3:36])[CH3:35])=[O:32])[C@H:28]([C:38]([O:40][CH3:41])=[O:39])[CH2:27]2)(=O)=O)=CC=1.C([O-])([O-])=O.[Cs+].[Cs+].CCOC(C)=O, predict the reaction product. The product is: [Br:1][C:2]1[C:3]([O:14][C@H:26]2[CH2:30][N:29]([C:31]([O:33][C:34]([CH3:37])([CH3:36])[CH3:35])=[O:32])[C@H:28]([C:38]([O:40][CH3:41])=[O:39])[CH2:27]2)=[N:4][C:5]2[C:10]([CH:11]=1)=[CH:9][CH:8]=[C:7]([O:12][CH3:13])[CH:6]=2. (8) Given the reactants [NH2:1][C:2]1[CH:3]=[C:4]([OH:8])[CH:5]=[CH:6][CH:7]=1.Cl[C:10]1[N:15]=[C:14]([NH:16][CH:17]([C:19]2[CH:24]=[CH:23][C:22]([F:25])=[CH:21][CH:20]=2)[CH3:18])[C:13]([F:26])=[CH:12][N:11]=1, predict the reaction product. The product is: [F:26][C:13]1[C:14]([NH:16][CH:17]([C:19]2[CH:24]=[CH:23][C:22]([F:25])=[CH:21][CH:20]=2)[CH3:18])=[N:15][C:10]([NH:1][C:2]2[CH:7]=[CH:6][CH:5]=[C:4]([OH:8])[CH:3]=2)=[N:11][CH:12]=1. (9) Given the reactants [CH2:1]([SH:3])[CH3:2].[Al+3].[Cl-].[Cl-].[Cl-].Cl[C:9]1[N:18]=[CH:17][C:16]2[C:11](=[CH:12][C:13]([O:19]C)=[CH:14][CH:15]=2)[N:10]=1, predict the reaction product. The product is: [CH2:1]([S:3][C:9]1[N:18]=[CH:17][C:16]2[C:11](=[CH:12][C:13]([OH:19])=[CH:14][CH:15]=2)[N:10]=1)[CH3:2].